This data is from NCI-60 drug combinations with 297,098 pairs across 59 cell lines. The task is: Regression. Given two drug SMILES strings and cell line genomic features, predict the synergy score measuring deviation from expected non-interaction effect. (1) Drug 1: CC12CCC3C(C1CCC2O)C(CC4=C3C=CC(=C4)O)CCCCCCCCCS(=O)CCCC(C(F)(F)F)(F)F. Synergy scores: CSS=-6.60, Synergy_ZIP=6.86, Synergy_Bliss=3.53, Synergy_Loewe=-5.41, Synergy_HSA=-6.42. Cell line: SK-OV-3. Drug 2: C1CN(P(=O)(OC1)NCCCl)CCCl. (2) Drug 1: C1CN(P(=O)(OC1)NCCCl)CCCl. Drug 2: C1C(C(OC1N2C=NC(=NC2=O)N)CO)O. Cell line: OVCAR-5. Synergy scores: CSS=2.83, Synergy_ZIP=-5.86, Synergy_Bliss=-10.0, Synergy_Loewe=-9.50, Synergy_HSA=-7.79. (3) Synergy scores: CSS=37.9, Synergy_ZIP=-12.8, Synergy_Bliss=-4.41, Synergy_Loewe=-4.67, Synergy_HSA=-4.34. Drug 1: CC1CCCC2(C(O2)CC(NC(=O)CC(C(C(=O)C(C1O)C)(C)C)O)C(=CC3=CSC(=N3)C)C)C. Cell line: NCI/ADR-RES. Drug 2: N.N.Cl[Pt+2]Cl. (4) Drug 1: CC1=CC=C(C=C1)C2=CC(=NN2C3=CC=C(C=C3)S(=O)(=O)N)C(F)(F)F. Drug 2: C1=CC=C(C=C1)NC(=O)CCCCCCC(=O)NO. Cell line: K-562. Synergy scores: CSS=12.6, Synergy_ZIP=-4.68, Synergy_Bliss=-4.99, Synergy_Loewe=-3.30, Synergy_HSA=-2.86. (5) Drug 1: CC(C)(C#N)C1=CC(=CC(=C1)CN2C=NC=N2)C(C)(C)C#N. Drug 2: C(CC(=O)O)C(=O)CN.Cl. Cell line: HL-60(TB). Synergy scores: CSS=5.22, Synergy_ZIP=-3.90, Synergy_Bliss=-1.97, Synergy_Loewe=-1.32, Synergy_HSA=0.772. (6) Drug 1: C1CCC(C1)C(CC#N)N2C=C(C=N2)C3=C4C=CNC4=NC=N3. Drug 2: CC1=C(C(=O)C2=C(C1=O)N3CC4C(C3(C2COC(=O)N)OC)N4)N. Cell line: HOP-62. Synergy scores: CSS=40.8, Synergy_ZIP=-0.484, Synergy_Bliss=-3.55, Synergy_Loewe=-42.5, Synergy_HSA=-4.32.